From a dataset of NCI-60 drug combinations with 297,098 pairs across 59 cell lines. Regression. Given two drug SMILES strings and cell line genomic features, predict the synergy score measuring deviation from expected non-interaction effect. (1) Drug 1: C1CCN(CC1)CCOC2=CC=C(C=C2)C(=O)C3=C(SC4=C3C=CC(=C4)O)C5=CC=C(C=C5)O. Drug 2: CC1=C(N=C(N=C1N)C(CC(=O)N)NCC(C(=O)N)N)C(=O)NC(C(C2=CN=CN2)OC3C(C(C(C(O3)CO)O)O)OC4C(C(C(C(O4)CO)O)OC(=O)N)O)C(=O)NC(C)C(C(C)C(=O)NC(C(C)O)C(=O)NCCC5=NC(=CS5)C6=NC(=CS6)C(=O)NCCC[S+](C)C)O. Cell line: UO-31. Synergy scores: CSS=6.12, Synergy_ZIP=-4.36, Synergy_Bliss=-2.49, Synergy_Loewe=0.614, Synergy_HSA=0.614. (2) Drug 2: CC1C(C(CC(O1)OC2CC(CC3=C2C(=C4C(=C3O)C(=O)C5=C(C4=O)C(=CC=C5)OC)O)(C(=O)C)O)N)O.Cl. Synergy scores: CSS=35.3, Synergy_ZIP=1.92, Synergy_Bliss=7.94, Synergy_Loewe=-16.6, Synergy_HSA=4.34. Drug 1: CN1CCC(CC1)COC2=C(C=C3C(=C2)N=CN=C3NC4=C(C=C(C=C4)Br)F)OC. Cell line: SF-268. (3) Drug 1: CC1=C(C=C(C=C1)C(=O)NC2=CC(=CC(=C2)C(F)(F)F)N3C=C(N=C3)C)NC4=NC=CC(=N4)C5=CN=CC=C5. Drug 2: CC1CCC2CC(C(=CC=CC=CC(CC(C(=O)C(C(C(=CC(C(=O)CC(OC(=O)C3CCCCN3C(=O)C(=O)C1(O2)O)C(C)CC4CCC(C(C4)OC)O)C)C)O)OC)C)C)C)OC. Cell line: OVCAR-5. Synergy scores: CSS=19.7, Synergy_ZIP=-5.40, Synergy_Bliss=0.851, Synergy_Loewe=-6.45, Synergy_HSA=-0.0357. (4) Drug 1: CC1C(C(CC(O1)OC2CC(CC3=C2C(=C4C(=C3O)C(=O)C5=C(C4=O)C(=CC=C5)OC)O)(C(=O)C)O)N)O.Cl. Drug 2: CC1C(C(CC(O1)OC2CC(CC3=C2C(=C4C(=C3O)C(=O)C5=CC=CC=C5C4=O)O)(C(=O)C)O)N)O. Cell line: OVCAR-5. Synergy scores: CSS=36.5, Synergy_ZIP=4.56, Synergy_Bliss=3.39, Synergy_Loewe=2.94, Synergy_HSA=5.69.